This data is from Catalyst prediction with 721,799 reactions and 888 catalyst types from USPTO. The task is: Predict which catalyst facilitates the given reaction. Product: [C:44]([N:8]1[C:6]2[C:5](=[CH:4][CH:3]=[C:2]([Cl:1])[CH:7]=2)[C@@:10]2([C@H:15]([C:16]3[CH:21]=[C:20]([Cl:22])[CH:19]=[CH:18][C:17]=3[O:23][C:24]([CH3:33])([CH3:32])[C:25]([NH:27][S:28]([CH3:31])(=[O:29])=[O:30])=[O:26])[CH2:14][C:13](=[O:34])[NH:12][C@@H:11]2[C:35]2[CH:40]=[C:39]([F:41])[CH:38]=[CH:37][C:36]=2[CH3:42])[C:9]1=[O:43])(=[O:46])[CH3:45]. The catalyst class is: 64. Reactant: [Cl:1][C:2]1[CH:7]=[C:6]2[NH:8][C:9](=[O:43])[C@:10]3([C@H:15]([C:16]4[CH:21]=[C:20]([Cl:22])[CH:19]=[CH:18][C:17]=4[O:23][C:24]([CH3:33])([CH3:32])[C:25]([NH:27][S:28]([CH3:31])(=[O:30])=[O:29])=[O:26])[CH2:14][C:13](=[O:34])[NH:12][C@@H:11]3[C:35]3[CH:40]=[C:39]([F:41])[CH:38]=[CH:37][C:36]=3[CH3:42])[C:5]2=[CH:4][CH:3]=1.[C:44](OC(=O)C)(=[O:46])[CH3:45].